From a dataset of Forward reaction prediction with 1.9M reactions from USPTO patents (1976-2016). Predict the product of the given reaction. (1) Given the reactants C1([N:7]2[C:15]3[C:10](=[CH:11][CH:12]=[CH:13][CH:14]=3)[C:9]([CH2:16][CH2:17][CH2:18][N:19]3[CH2:24][CH2:23][CH:22]([C:25]4[CH:26]=[C:27]([NH:31][C:32](=[O:36])[CH:33]([CH3:35])[CH3:34])[CH:28]=[CH:29][CH:30]=4)[CH2:21][CH2:20]3)=[C:8]2[C:37]2[CH:42]=[CH:41][CH:40]=[CH:39][CH:38]=2)C=CC=CC=1.Cl.[CH3:44][O:45]C1C=CC(NN)=CC=1, predict the reaction product. The product is: [CH3:44][O:45][C:12]1[CH:11]=[C:10]2[C:15](=[CH:14][CH:13]=1)[NH:7][C:8]([C:37]1[CH:38]=[CH:39][CH:40]=[CH:41][CH:42]=1)=[C:9]2[CH2:16][CH2:17][CH2:18][N:19]1[CH2:20][CH2:21][CH:22]([C:25]2[CH:26]=[C:27]([NH:31][C:32](=[O:36])[CH:33]([CH3:35])[CH3:34])[CH:28]=[CH:29][CH:30]=2)[CH2:23][CH2:24]1. (2) Given the reactants C([Li])(C)(C)C.CCCCC.CN(C)CCN(C)C.Br[C:20]1[C:28]2[O:27][C:26]([CH3:30])([CH3:29])[CH2:25][C:24]=2[CH:23]=[C:22]([CH:31]=[C:32]([CH3:34])[CH3:33])[CH:21]=1.[CH2:35]([S:37]SCC)[CH3:36], predict the reaction product. The product is: [CH2:35]([S:37][C:20]1[C:28]2[O:27][C:26]([CH3:30])([CH3:29])[CH2:25][C:24]=2[CH:23]=[C:22]([CH:31]=[C:32]([CH3:34])[CH3:33])[CH:21]=1)[CH3:36]. (3) Given the reactants Br[CH2:2][C:3]([OH:5])=[O:4].[C:6]12([C:16]3[NH:17][C:18](=[S:21])[NH:19][CH:20]=3)[CH2:15][CH:10]3[CH2:11][CH:12]([CH2:14][CH:8]([CH2:9]3)[CH2:7]1)[CH2:13]2, predict the reaction product. The product is: [C:6]12([C:16]3[N:17]=[C:18]([S:21][CH2:2][C:3]([OH:5])=[O:4])[NH:19][CH:20]=3)[CH2:15][CH:10]3[CH2:11][CH:12]([CH2:14][CH:8]([CH2:9]3)[CH2:7]1)[CH2:13]2. (4) Given the reactants S(O)(O)(=O)=O.[NH2:6][OH:7].[C:8]1(=O)[C@@H:16]2[C@@H:11]([CH2:12][CH2:13][CH2:14][CH2:15]2)[C:10](=O)O1.[OH-].[Na+], predict the reaction product. The product is: [OH:7][N:6]1[CH2:8][C@H:16]2[C@H:11]([CH2:12][CH2:13][CH2:14][CH2:15]2)[CH2:10]1. (5) Given the reactants [CH3:1][N:2]([CH3:13])[C:3]1[CH:8]=[CH:7][C:6]([N+:9]([O-])=O)=[C:5]([CH3:12])[N:4]=1, predict the reaction product. The product is: [CH3:12][C:5]1[N:4]=[C:3]([N:2]([CH3:13])[CH3:1])[CH:8]=[CH:7][C:6]=1[NH2:9]. (6) Given the reactants [CH3:1][O:2][CH2:3][C@H:4]([CH3:25])[O:5][C:6]1[CH:7]=[C:8]([CH:11]=[C:12]([O:14][C:15]2[CH:20]=[CH:19][C:18]([S:21]([CH3:24])(=[O:23])=[O:22])=[CH:17][CH:16]=2)[CH:13]=1)[C:9]#N.[OH2:26].[OH-:27].[Na+].Cl, predict the reaction product. The product is: [CH3:1][O:2][CH2:3][C@H:4]([CH3:25])[O:5][C:6]1[CH:7]=[C:8]([CH:11]=[C:12]([O:14][C:15]2[CH:20]=[CH:19][C:18]([S:21]([CH3:24])(=[O:23])=[O:22])=[CH:17][CH:16]=2)[CH:13]=1)[C:9]([OH:27])=[O:26].